This data is from Catalyst prediction with 721,799 reactions and 888 catalyst types from USPTO. The task is: Predict which catalyst facilitates the given reaction. (1) Reactant: CCCC[N+](CCCC)(CCCC)CCCC.[F-].[CH3:19][N:20]1[CH:24]=[C:23]([C:25]2[CH:26]=[CH:27][C:28]3[N:29]([C:31]([CH:34]([C:36]4[CH:52]=[CH:51][C:39]5[N:40](COCC[Si](C)(C)C)[CH:41]=[N:42][C:38]=5[CH:37]=4)[OH:35])=[CH:32][N:33]=3)[N:30]=2)[CH:22]=[N:21]1. Product: [NH:40]1[C:39]2[CH:51]=[CH:52][C:36]([CH:34]([C:31]3[N:29]4[N:30]=[C:25]([C:23]5[CH:22]=[N:21][N:20]([CH3:19])[CH:24]=5)[CH:26]=[CH:27][C:28]4=[N:33][CH:32]=3)[OH:35])=[CH:37][C:38]=2[N:42]=[CH:41]1. The catalyst class is: 1. (2) Reactant: [Cl:1][C:2]1[C:12]2[O:11][CH2:10][CH2:9][N:8]([CH:13]([CH3:15])[CH3:14])[CH2:7][C:6]=2[CH:5]=[CH:4][CH:3]=1.[N+:16]([O-])([OH:18])=[O:17]. Product: [Cl:1][C:2]1[C:12]2[O:11][CH2:10][CH2:9][N:8]([CH:13]([CH3:15])[CH3:14])[CH2:7][C:6]=2[CH:5]=[C:4]([N+:16]([O-:18])=[O:17])[CH:3]=1. The catalyst class is: 67. (3) Reactant: [CH3:1][O:2][C:3]1[CH:10]=[CH:9][C:8]([O:11][C:12]2[C:20]([CH3:21])=[CH:19][C:18]([N+:22]([O-:24])=[O:23])=[C:17]3[C:13]=2[CH2:14][CH2:15][CH2:16]3)=[CH:7][C:4]=1[CH:5]=[O:6].CC(=CC)C.Cl([O-])=[O:31].[Na+].P([O-])([O-])(O)=O.[Na+].[Na+]. Product: [CH3:1][O:2][C:3]1[CH:10]=[CH:9][C:8]([O:11][C:12]2[C:20]([CH3:21])=[CH:19][C:18]([N+:22]([O-:24])=[O:23])=[C:17]3[C:13]=2[CH2:14][CH2:15][CH2:16]3)=[CH:7][C:4]=1[C:5]([OH:31])=[O:6]. The catalyst class is: 107. (4) Reactant: [C:1]([C:5]1[CH:10]=[CH:9][C:8]([S:11]([CH:14]2[CH2:19][CH2:18][NH:17][CH2:16][CH2:15]2)(=[O:13])=[O:12])=[CH:7][CH:6]=1)([CH3:4])([CH3:3])[CH3:2].[Cl:20][C:21]1[CH:22]=[N:23][CH:24]=[C:25]([Cl:28])[C:26]=1Cl.CCN(C(C)C)C(C)C. Product: [C:1]([C:5]1[CH:6]=[CH:7][C:8]([S:11]([CH:14]2[CH2:15][CH2:16][N:17]([C:26]3[C:25]([Cl:28])=[CH:24][N:23]=[CH:22][C:21]=3[Cl:20])[CH2:18][CH2:19]2)(=[O:13])=[O:12])=[CH:9][CH:10]=1)([CH3:4])([CH3:2])[CH3:3]. The catalyst class is: 12. (5) Reactant: [CH2:1]([N:5]1[C:13]([N:14]2[CH2:19][CH2:18][NH:17][CH2:16][CH2:15]2)=[N:12][C:11]2[C:6]1=[N:7][C:8]([C:26]1[CH:27]=[N:28][C:29]([NH2:32])=[N:30][CH:31]=1)=[N:9][C:10]=2[N:20]1[CH2:25][CH2:24][O:23][CH2:22][CH2:21]1)[CH:2]([CH3:4])[CH3:3].Cl.C(N=C=NCCCN(C)C)C.ON1C2C=CC=CC=2N=N1.[OH:55][C@@H:56]([CH3:61])[CH2:57][C:58](O)=[O:59]. Product: [NH2:32][C:29]1[N:30]=[CH:31][C:26]([C:8]2[N:7]=[C:6]3[C:11]([N:12]=[C:13]([N:14]4[CH2:19][CH2:18][N:17]([C:58](=[O:59])[CH2:57][C@@H:56]([OH:55])[CH3:61])[CH2:16][CH2:15]4)[N:5]3[CH2:1][CH:2]([CH3:4])[CH3:3])=[C:10]([N:20]3[CH2:25][CH2:24][O:23][CH2:22][CH2:21]3)[N:9]=2)=[CH:27][N:28]=1. The catalyst class is: 9.